Dataset: Forward reaction prediction with 1.9M reactions from USPTO patents (1976-2016). Task: Predict the product of the given reaction. (1) Given the reactants CC1C=CC(S(O[CH:12]2[CH2:21][CH2:20][C:15]3([O:19][CH2:18][CH2:17][O:16]3)[CH2:14][CH2:13]2)(=O)=O)=CC=1.[I:22][C:23]1[CH:24]=[N:25][NH:26][CH:27]=1.C([O-])([O-])=O.[K+].[K+].C1OCCOCCOCCOCCOCCOC1, predict the reaction product. The product is: [O:16]1[C:15]2([CH2:14][CH2:13][CH:12]([N:25]3[CH:24]=[C:23]([I:22])[CH:27]=[N:26]3)[CH2:21][CH2:20]2)[O:19][CH2:18][CH2:17]1. (2) Given the reactants [CH2:1]([O:8][C:9]1[C:14]([C:15]([O:17]CC)=[O:16])=[CH:13][N:12]=[C:11]([N:20]2[CH:24]=[CH:23][CH:22]=[N:21]2)[N:10]=1)[C:2]1[CH:7]=[CH:6][CH:5]=[CH:4][CH:3]=1, predict the reaction product. The product is: [CH2:1]([O:8][C:9]1[C:14]([C:15]([OH:17])=[O:16])=[CH:13][N:12]=[C:11]([N:20]2[CH:24]=[CH:23][CH:22]=[N:21]2)[N:10]=1)[C:2]1[CH:3]=[CH:4][CH:5]=[CH:6][CH:7]=1. (3) Given the reactants [S:1](Cl)(Cl)=O.C(OC([NH:10][N:11]=[C:12]([C:14]1[CH:19]=[CH:18][CH:17]=[CH:16][C:15]=1[CH3:20])[CH3:13])=O)C, predict the reaction product. The product is: [C:15]1([CH3:20])[CH:16]=[CH:17][CH:18]=[CH:19][C:14]=1[C:12]1[N:11]=[N:10][S:1][CH:13]=1.